From a dataset of Catalyst prediction with 721,799 reactions and 888 catalyst types from USPTO. Predict which catalyst facilitates the given reaction. (1) Reactant: Cl.[NH:2]1[CH2:7][CH2:6][CH2:5][C@H:4]([CH2:8][OH:9])[CH2:3]1.[OH-].[Na+].[C:12](Cl)(=[O:17])[CH2:13][CH:14]([CH3:16])[CH3:15].CCOCC. Product: [OH:9][CH2:8][C@H:4]1[CH2:5][CH2:6][CH2:7][N:2]([C:12](=[O:17])[CH2:13][CH:14]([CH3:16])[CH3:15])[CH2:3]1. The catalyst class is: 90. (2) Reactant: [OH-].[Na+].[Cl:3][C:4]1[CH:5]=[N:6][CH:7]=[C:8]([Cl:40])[C:9]=1[C:10]1[C:14]([CH2:15][O:16][C:17]2[CH:25]=[C:24]3[C:20]([CH:21]=[CH:22][N:23]3[CH2:26][C:27]3[CH:28]=[C:29]([CH:34]=[CH:35][CH:36]=3)[C:30]([O:32]C)=[O:31])=[CH:19][CH:18]=2)=[C:13]([CH:37]([CH3:39])[CH3:38])[O:12][N:11]=1.Cl. Product: [Cl:3][C:4]1[CH:5]=[N:6][CH:7]=[C:8]([Cl:40])[C:9]=1[C:10]1[C:14]([CH2:15][O:16][C:17]2[CH:25]=[C:24]3[C:20]([CH:21]=[CH:22][N:23]3[CH2:26][C:27]3[CH:28]=[C:29]([CH:34]=[CH:35][CH:36]=3)[C:30]([OH:32])=[O:31])=[CH:19][CH:18]=2)=[C:13]([CH:37]([CH3:38])[CH3:39])[O:12][N:11]=1. The catalyst class is: 111. (3) Reactant: [CH2:1]([O:3][C:4](=[O:11])[CH:5]([C:8](=[NH:10])[NH2:9])[N:6]=O)[CH3:2]. Product: [CH2:1]([O:3][C:4](=[O:11])[CH:5]([NH2:6])[C:8](=[NH:9])[NH2:10])[CH3:2]. The catalyst class is: 29.